From a dataset of Full USPTO retrosynthesis dataset with 1.9M reactions from patents (1976-2016). Predict the reactants needed to synthesize the given product. (1) Given the product [CH3:11][C@H:9]1[CH2:8][N:7]([C:12]([O:14][C:15]([CH3:18])([CH3:17])[CH3:16])=[O:13])[CH2:6][C:5]2[S:19][C:2]([CH3:23])=[C:3]([CH:20]([CH3:22])[CH3:21])[C:4]=2[O:10]1, predict the reactants needed to synthesize it. The reactants are: Br[C:2]1[S:19][C:5]2[CH2:6][N:7]([C:12]([O:14][C:15]([CH3:18])([CH3:17])[CH3:16])=[O:13])[CH2:8][C@H:9]([CH3:11])[O:10][C:4]=2[C:3]=1[CH:20]([CH3:22])[CH3:21].[CH3:23]B(O)O.P([O-])([O-])([O-])=O.[K+].[K+].[K+].COCCOC. (2) The reactants are: C[O-].[Na+].CO.F[C:7]1[CH:16]=[C:15]([F:17])[CH:14]=[C:13]2[C:8]=1[C:9](=[O:34])[NH:10][C:11]([C:18]1[C:23]([NH:24][CH:25]3[CH2:30][CH2:29][N:28]([CH:31]([CH3:33])[CH3:32])[CH2:27][CH2:26]3)=[CH:22][CH:21]=[CH:20][N:19]=1)=[N:12]2.Cl.[C:36]([O-])([O-])=[O:37].[Na+].[Na+]. Given the product [F:17][C:15]1[CH:14]=[C:13]2[C:8]([C:9](=[O:34])[NH:10][C:11]([C:18]3[C:23]([NH:24][CH:25]4[CH2:26][CH2:27][N:28]([CH:31]([CH3:32])[CH3:33])[CH2:29][CH2:30]4)=[CH:22][CH:21]=[CH:20][N:19]=3)=[N:12]2)=[C:7]([O:37][CH3:36])[CH:16]=1, predict the reactants needed to synthesize it. (3) Given the product [CH2:1]([N:5]([CH3:6])[C:14]([NH:13][CH:7]1[CH2:8][CH2:9][CH2:10][CH2:11][CH2:12]1)=[N:15][CH:16]1[CH2:21][CH2:20][CH2:19][CH2:18][CH2:17]1)[CH2:2][CH2:3][CH3:4], predict the reactants needed to synthesize it. The reactants are: [CH2:1]([NH:5][CH3:6])[CH2:2][CH2:3][CH3:4].[CH:7]1([N:13]=[C:14]=[N:15][CH:16]2[CH2:21][CH2:20][CH2:19][CH2:18][CH2:17]2)[CH2:12][CH2:11][CH2:10][CH2:9][CH2:8]1.NC(N)=N. (4) Given the product [C:10]([C:7]1[CH:6]=[C:5]([C:3]([OH:4])=[O:2])[O:9][N:8]=1)([CH3:13])([CH3:11])[CH3:12], predict the reactants needed to synthesize it. The reactants are: C[O:2][C:3]([C:5]1[O:9][N:8]=[C:7]([C:10]([CH3:13])([CH3:12])[CH3:11])[CH:6]=1)=[O:4]. (5) Given the product [OH:15][C:2]1[CH:11]=[CH:10][C:5]([C:6]([O:8][CH3:9])=[O:7])=[C:4]([O:12][CH3:13])[CH:3]=1, predict the reactants needed to synthesize it. The reactants are: N[C:2]1[CH:11]=[CH:10][C:5]([C:6]([O:8][CH3:9])=[O:7])=[C:4]([O:12][CH3:13])[CH:3]=1.S(=O)(=O)(O)[OH:15].N([O-])=O.[Na+]. (6) Given the product [NH:11]1[C:12]2[C:8](=[CH:7][C:6]([C:4](=[O:5])[CH2:16][C:17]3[CH:22]=[CH:21][CH:20]=[CH:19][CH:18]=3)=[CH:14][CH:13]=2)[CH:9]=[N:10]1, predict the reactants needed to synthesize it. The reactants are: CON(C)[C:4]([C:6]1[CH:7]=[C:8]2[C:12](=[CH:13][CH:14]=1)[NH:11][N:10]=[CH:9]2)=[O:5].[CH2:16]([Mg]Cl)[C:17]1[CH:22]=[CH:21][CH:20]=[CH:19][CH:18]=1.[Cl-].[NH4+].